From a dataset of NCI-60 drug combinations with 297,098 pairs across 59 cell lines. Regression. Given two drug SMILES strings and cell line genomic features, predict the synergy score measuring deviation from expected non-interaction effect. Cell line: NCI-H322M. Drug 2: B(C(CC(C)C)NC(=O)C(CC1=CC=CC=C1)NC(=O)C2=NC=CN=C2)(O)O. Synergy scores: CSS=9.68, Synergy_ZIP=-3.50, Synergy_Bliss=3.01, Synergy_Loewe=-25.7, Synergy_HSA=0.737. Drug 1: CN(C(=O)NC(C=O)C(C(C(CO)O)O)O)N=O.